Task: Predict the reactants needed to synthesize the given product.. Dataset: Full USPTO retrosynthesis dataset with 1.9M reactions from patents (1976-2016) (1) Given the product [Cl:21][CH2:15][C:6]1[C:7]2[C:12](=[CH:11][CH:10]=[CH:9][CH:8]=2)[CH:13]=[CH:14][C:5]=1[O:4][CH2:3][C:2]([F:18])([F:17])[F:1], predict the reactants needed to synthesize it. The reactants are: [F:1][C:2]([F:18])([F:17])[CH2:3][O:4][C:5]1[CH:14]=[CH:13][C:12]2[C:7](=[CH:8][CH:9]=[CH:10][CH:11]=2)[C:6]=1[CH2:15]O.S(Cl)([Cl:21])=O.C([O-])(O)=O.[Na+]. (2) Given the product [F:1][C:2]1[CH:27]=[CH:26][CH:25]=[C:24]([F:28])[C:3]=1[C:4]([NH:6][C:7]1[CH:11]=[CH:10][N:9]([CH2:12][C:13]2[CH:18]=[C:17]([CH3:30])[CH:16]=[CH:15][C:14]=2[C:20]([F:23])([F:22])[F:21])[N:8]=1)=[O:5], predict the reactants needed to synthesize it. The reactants are: [F:1][C:2]1[CH:27]=[CH:26][CH:25]=[C:24]([F:28])[C:3]=1[C:4]([NH:6][C:7]1[CH:11]=[CH:10][N:9]([CH2:12][C:13]2[CH:18]=[C:17](I)[CH:16]=[CH:15][C:14]=2[C:20]([F:23])([F:22])[F:21])[N:8]=1)=[O:5].[Cl-].[CH3:30][Zn+]. (3) Given the product [Cl:15][C:12]1[CH:11]=[CH:10][C:9]([CH2:8][N:7]([CH2:6][C@@H:5]([C@:16]23[CH2:51][C:50](=[O:52])[C:49]([CH:53]([CH3:54])[CH3:55])=[C:17]2[C@@H:18]2[C@@:31]([CH3:34])([CH2:32][CH2:33]3)[C@@:30]3([CH3:35])[C@@H:21]([C@:22]4([CH3:48])[C@@H:27]([CH2:28][CH2:29]3)[C:26]([CH3:36])([CH3:37])[C@@H:25]([O:38][C:39](=[O:47])[CH2:40][C:41]([CH3:46])([CH3:45])[C:42]([OH:44])=[O:43])[CH2:24][CH2:23]4)[CH2:20][CH2:19]2)[OH:4])[C:56](=[O:59])[CH3:62])=[CH:14][CH:13]=1, predict the reactants needed to synthesize it. The reactants are: C([O:4][C@H:5]([C@:16]12[CH2:51][C:50](=[O:52])[C:49]([CH:53]([CH3:55])[CH3:54])=[C:17]1[C@@H:18]1[C@@:31]([CH3:34])([CH2:32][CH2:33]2)[C@@:30]2([CH3:35])[C@@H:21]([C@:22]3([CH3:48])[C@@H:27]([CH2:28][CH2:29]2)[C:26]([CH3:37])([CH3:36])[C@@H:25]([O:38][C:39](=[O:47])[CH2:40][C:41]([CH3:46])([CH3:45])[C:42]([OH:44])=[O:43])[CH2:24][CH2:23]3)[CH2:20][CH2:19]1)[CH2:6][NH:7][CH2:8][C:9]1[CH:14]=[CH:13][C:12]([Cl:15])=[CH:11][CH:10]=1)(=O)C.[C:56]([O-:59])([O-])=O.[Na+].[Na+].[CH3:62]O. (4) Given the product [CH3:1][N:2]1[C@H:11]2[CH2:12][C:13]3[CH:18]=[CH:17][C:16]([O:19][CH3:20])=[CH:15][C:14]=3[C@:5]3([C@@H:10]2[CH2:9][CH2:8][CH2:7][CH2:6]3)[CH2:4][CH2:3]1, predict the reactants needed to synthesize it. The reactants are: [CH3:1][N:2]1[C@H:11]2[CH2:12][C:13]3[CH:18]=[CH:17][C:16]([O:19][CH3:20])=[CH:15][C:14]=3[C@:5]3([C@@H:10]2[CH2:9][CH2:8][CH2:7][CH2:6]3)[CH2:4][CH2:3]1.O.Br.